Dataset: NCI-60 drug combinations with 297,098 pairs across 59 cell lines. Task: Regression. Given two drug SMILES strings and cell line genomic features, predict the synergy score measuring deviation from expected non-interaction effect. (1) Drug 1: CN(C)C1=NC(=NC(=N1)N(C)C)N(C)C. Synergy scores: CSS=-6.25, Synergy_ZIP=4.24, Synergy_Bliss=1.74, Synergy_Loewe=-4.93, Synergy_HSA=-4.35. Drug 2: CN1C(=O)N2C=NC(=C2N=N1)C(=O)N. Cell line: NCI-H522. (2) Drug 1: CCC1=C2CN3C(=CC4=C(C3=O)COC(=O)C4(CC)O)C2=NC5=C1C=C(C=C5)O. Drug 2: CC1C(C(CC(O1)OC2CC(CC3=C2C(=C4C(=C3O)C(=O)C5=CC=CC=C5C4=O)O)(C(=O)C)O)N)O. Cell line: UACC-257. Synergy scores: CSS=62.1, Synergy_ZIP=2.69, Synergy_Bliss=4.26, Synergy_Loewe=8.41, Synergy_HSA=9.42.